The task is: Predict which catalyst facilitates the given reaction.. This data is from Catalyst prediction with 721,799 reactions and 888 catalyst types from USPTO. (1) The catalyst class is: 2. Reactant: [C:1]([C:3]1[CH:4]=[C:5]([C:19]2[CH:24]=[CH:23][CH:22]=[C:21]([CH2:25][NH:26][C:27](=[O:33])[O:28][C:29]([CH3:32])([CH3:31])[CH3:30])[CH:20]=2)[CH:6]=[C:7]([O:9][C:10]2[C:15]([F:16])=[CH:14][C:13]([F:17])=[C:12]([OH:18])[N:11]=2)[CH:8]=1)#[N:2].N1C=CC=CC=1.[O:40](S(C(F)(F)F)(=O)=O)[S:41]([C:44]([F:47])([F:46])[F:45])(=O)=[O:42]. Product: [F:45][C:44]([F:47])([F:46])[S:41]([O:18][C:12]1[C:13]([F:17])=[CH:14][C:15]([F:16])=[C:10]([O:9][C:7]2[CH:6]=[C:5]([C:19]3[CH:24]=[CH:23][CH:22]=[C:21]([CH2:25][NH:26][C:27]([O:28][C:29]([CH3:30])([CH3:32])[CH3:31])=[O:33])[CH:20]=3)[CH:4]=[C:3]([C:1]#[N:2])[CH:8]=2)[N:11]=1)(=[O:42])=[O:40]. (2) Reactant: [BH4-].[Na+].[F:3][C:4]1[CH:5]=[C:6]([CH:9]=[C:10]([F:23])[C:11]=1[O:12][C:13]1[CH:18]=[CH:17][N:16]=[C:15]([C:19]([F:22])([F:21])[F:20])[CH:14]=1)[CH:7]=[O:8]. Product: [F:3][C:4]1[CH:5]=[C:6]([CH2:7][OH:8])[CH:9]=[C:10]([F:23])[C:11]=1[O:12][C:13]1[CH:18]=[CH:17][N:16]=[C:15]([C:19]([F:20])([F:21])[F:22])[CH:14]=1. The catalyst class is: 5. (3) Reactant: [NH2:1][C:2]1[CH:3]=[C:4]2[C:32](=[CH:33][CH:34]=1)[C@:7]1([O:11][C:10](=[O:12])[N:9]([CH2:13][C:14]([N:16]([CH2:23][C:24]3[CH:29]=[CH:28][C:27]([F:30])=[CH:26][CH:25]=3)[C@@H:17]([CH3:22])[C:18]([F:21])([F:20])[F:19])=[O:15])[C:8]1=[O:31])[CH2:6][CH2:5]2.[S:35](Cl)([N:38]=[C:39]=[O:40])(=[O:37])=[O:36].[CH3:42][NH2:43]. Product: [F:30][C:27]1[CH:26]=[CH:25][C:24]([CH2:23][N:16]([C@@H:17]([CH3:22])[C:18]([F:21])([F:20])[F:19])[C:14](=[O:15])[CH2:13][N:9]2[C:8](=[O:31])[C@@:7]3([C:32]4[C:4](=[CH:3][C:2]([NH:1][C:39]([NH:38][S:35](=[O:37])(=[O:36])[NH:43][CH3:42])=[O:40])=[CH:34][CH:33]=4)[CH2:5][CH2:6]3)[O:11][C:10]2=[O:12])=[CH:29][CH:28]=1. The catalyst class is: 7. (4) Reactant: [C:1]([NH:4][C:5]1[S:16][C:8]2[C:9]([CH3:15])([CH3:14])[O:10][C:11]([CH3:13])([CH3:12])[C:7]=2[C:6]=1[C:17]([OH:19])=[O:18])(=[O:3])[CH3:2].CN(C(O[N:28]1N=N[C:30]2[CH:31]=[CH:32]C=[N:34][C:29]1=2)=[N+](C)C)C.F[P-](F)(F)(F)(F)F.CCN(C(C)C)C(C)C.O/N=C(/C1CC1)\N.[NH4+].[Cl-]. Product: [NH2:28]/[C:29](=[N:34]\[O:18][C:17]([C:6]1[C:7]2[C:11]([CH3:12])([CH3:13])[O:10][C:9]([CH3:14])([CH3:15])[C:8]=2[S:16][C:5]=1[NH:4][C:1](=[O:3])[CH3:2])=[O:19])/[CH:30]1[CH2:32][CH2:31]1. The catalyst class is: 31. (5) Reactant: [NH2:1][C@H:2]1[CH2:7][CH2:6][CH2:5][CH2:4][C@H:3]1[NH:8][C:9]1[N:10]=[C:11]([NH:17][C:18]2[S:19][N:20]=[C:21]3[C:26]=2[CH:25]=[CH:24][CH:23]=[N:22]3)[C:12]([C:15]#[N:16])=[N:13][CH:14]=1.[OH-].[Na+].OO.CC(O)=[O:33]. Product: [NH2:1][C@H:2]1[CH2:7][CH2:6][CH2:5][CH2:4][C@H:3]1[NH:8][C:9]1[N:10]=[C:11]([NH:17][C:18]2[S:19][N:20]=[C:21]3[C:26]=2[CH:25]=[CH:24][CH:23]=[N:22]3)[C:12]([C:15]([NH2:16])=[O:33])=[N:13][CH:14]=1. The catalyst class is: 593. (6) Reactant: [CH3:1][O:2][CH2:3][C:4]#[CH:5].CCN(CC)CC.C[O:14][C:15]([C:17]1[C:22]([Cl:23])=[CH:21][C:20](Br)=[CH:19][N:18]=1)=[O:16].O. Product: [Cl:23][C:22]1[C:17]([C:15]([OH:16])=[O:14])=[N:18][CH:19]=[C:20]([C:5]#[C:4][CH2:3][O:2][CH3:1])[CH:21]=1. The catalyst class is: 540.